This data is from NCI-60 drug combinations with 297,098 pairs across 59 cell lines. The task is: Regression. Given two drug SMILES strings and cell line genomic features, predict the synergy score measuring deviation from expected non-interaction effect. (1) Drug 1: C1CCC(C1)C(CC#N)N2C=C(C=N2)C3=C4C=CNC4=NC=N3. Drug 2: CC12CCC3C(C1CCC2O)C(CC4=C3C=CC(=C4)O)CCCCCCCCCS(=O)CCCC(C(F)(F)F)(F)F. Cell line: SNB-75. Synergy scores: CSS=0.932, Synergy_ZIP=2.49, Synergy_Bliss=2.78, Synergy_Loewe=0.483, Synergy_HSA=-0.793. (2) Drug 1: C1=NC2=C(N1)C(=S)N=C(N2)N. Drug 2: CC1=CC=C(C=C1)C2=CC(=NN2C3=CC=C(C=C3)S(=O)(=O)N)C(F)(F)F. Cell line: HCT116. Synergy scores: CSS=48.0, Synergy_ZIP=0.638, Synergy_Bliss=1.44, Synergy_Loewe=-9.08, Synergy_HSA=4.12. (3) Drug 1: CN1CCC(CC1)COC2=C(C=C3C(=C2)N=CN=C3NC4=C(C=C(C=C4)Br)F)OC. Drug 2: CC1OCC2C(O1)C(C(C(O2)OC3C4COC(=O)C4C(C5=CC6=C(C=C35)OCO6)C7=CC(=C(C(=C7)OC)O)OC)O)O. Cell line: RXF 393. Synergy scores: CSS=27.0, Synergy_ZIP=-5.85, Synergy_Bliss=1.33, Synergy_Loewe=2.65, Synergy_HSA=3.94. (4) Drug 1: COC1=CC(=CC(=C1O)OC)C2C3C(COC3=O)C(C4=CC5=C(C=C24)OCO5)OC6C(C(C7C(O6)COC(O7)C8=CC=CS8)O)O. Drug 2: CN1C(=O)N2C=NC(=C2N=N1)C(=O)N. Cell line: MCF7. Synergy scores: CSS=34.4, Synergy_ZIP=6.52, Synergy_Bliss=7.78, Synergy_Loewe=-26.7, Synergy_HSA=3.67. (5) Drug 1: C#CCC(CC1=CN=C2C(=N1)C(=NC(=N2)N)N)C3=CC=C(C=C3)C(=O)NC(CCC(=O)O)C(=O)O. Drug 2: CC1CCCC2(C(O2)CC(NC(=O)CC(C(C(=O)C(C1O)C)(C)C)O)C(=CC3=CSC(=N3)C)C)C. Cell line: NCI/ADR-RES. Synergy scores: CSS=4.66, Synergy_ZIP=-2.28, Synergy_Bliss=0.436, Synergy_Loewe=-0.898, Synergy_HSA=-2.05. (6) Drug 1: C1=C(C(=O)NC(=O)N1)N(CCCl)CCCl. Drug 2: C(CCl)NC(=O)N(CCCl)N=O. Cell line: EKVX. Synergy scores: CSS=12.6, Synergy_ZIP=-1.74, Synergy_Bliss=4.22, Synergy_Loewe=-4.22, Synergy_HSA=1.12. (7) Drug 2: C1CN1C2=NC(=NC(=N2)N3CC3)N4CC4. Drug 1: C1=CC(=CC=C1C#N)C(C2=CC=C(C=C2)C#N)N3C=NC=N3. Cell line: HOP-62. Synergy scores: CSS=26.6, Synergy_ZIP=-2.32, Synergy_Bliss=-0.118, Synergy_Loewe=-5.13, Synergy_HSA=0.202.